Dataset: Experimentally validated miRNA-target interactions with 360,000+ pairs, plus equal number of negative samples. Task: Binary Classification. Given a miRNA mature sequence and a target amino acid sequence, predict their likelihood of interaction. The miRNA is mmu-miR-34b-5p with sequence AGGCAGUGUAAUUAGCUGAUUGU. The protein sequence of the target gene is MTTFKEAMTFKDVAVVFTEEELGLLDLAQRKLYRDVMLENFRNLLSVGHQAFHRDTFHFLREEKIWMMKTAIQREGNSGDKIQTEMETVSEAGTHQEWSFQQIWEKIASDLTRSQDLMINSSQFSKEGDFPCQTEAGLSVIHTRQKSSQGNGYKPSFSDVSHFDFHQQLHSGEKSHTCDECGKNFCYISALRIHQRVHMGEKCYKCDVCGKEFSQSSHLQTHQRVHTGEKPFKCVECGKGFSRRSALNVHHKLHTGEKPYNCEECGKAFIHDSQLQEHQRIHTGEKPFKCDICGKSFCGR.... Result: 0 (no interaction).